Dataset: Full USPTO retrosynthesis dataset with 1.9M reactions from patents (1976-2016). Task: Predict the reactants needed to synthesize the given product. (1) Given the product [Cl:19][C:20]1[N:21]=[CH:22][N:23]=[C:24]([NH:16][C:15]2[CH:17]=[CH:18][C:12]([O:11][C:3]3[N:2]([CH3:1])[C:6]4[CH:7]=[CH:8][CH:9]=[CH:10][C:5]=4[N:4]=3)=[CH:13][CH:14]=2)[C:25]=1[N+:26]([O-:28])=[O:27], predict the reactants needed to synthesize it. The reactants are: [CH3:1][N:2]1[C:6]2[CH:7]=[CH:8][CH:9]=[CH:10][C:5]=2[N:4]=[C:3]1[O:11][C:12]1[CH:18]=[CH:17][C:15]([NH2:16])=[CH:14][CH:13]=1.[Cl:19][C:20]1[C:25]([N+:26]([O-:28])=[O:27])=[C:24](Cl)[N:23]=[CH:22][N:21]=1.O. (2) Given the product [CH2:43]([CH:40]1[CH2:39][CH2:38][N:37]([CH2:36][C@H:33]2[CH2:34][CH2:35][C@@H:31]([NH:30][C:29]([C@:14]34[CH2:28][CH2:55][C@@H:24]([C:25]([CH3:27])=[CH2:26])[C@@H:15]3[C@@H:16]3[C@@:11]([CH3:51])([CH2:12][CH2:13]4)[C@@:10]4([CH3:52])[C@@H:19]([C@:20]5([CH3:23])[C@@H:7]([CH2:8][CH2:9]4)[C:6]([CH3:53])([CH3:54])[C@@H:5]([OH:4])[CH2:22][CH2:21]5)[CH2:18][CH2:17]3)=[O:50])[CH2:32]2)[CH2:42][CH2:41]1)[C:44]1[CH:45]=[CH:46][CH:47]=[CH:48][CH:49]=1, predict the reactants needed to synthesize it. The reactants are: C([O:4][C@H:5]1[CH2:22][CH2:21][C@@:20]2([CH3:23])[C@@H:7]([CH2:8][CH2:9][C@:10]3([CH3:52])[C@@H:19]2[CH2:18][CH2:17][C@H:16]2[C@@:11]3([CH3:51])[CH2:12][CH2:13][C@@:14]([C:29](=[O:50])[NH:30][C@@H:31]3[CH2:35][CH2:34][C@H:33]([CH2:36][N:37]4[CH2:42][CH2:41][CH:40]([CH2:43][C:44]5[CH:49]=[CH:48][CH:47]=[CH:46][CH:45]=5)[CH2:39][CH2:38]4)[CH2:32]3)([CH3:28])[C@@H:15]2[CH2:24][C:25]([CH3:27])=[CH2:26])[C:6]1([CH3:54])[CH3:53])(=O)C.[CH2:55]1COCC1.[OH-].[Na+]. (3) Given the product [I:1][C:2]1[CH:3]=[CH:4][C:5]([C:8]2[N:12]([CH3:11])[CH:19]=[C:26]([C:24]([O:23][CH3:22])=[O:25])[N:9]=2)=[CH:6][CH:7]=1, predict the reactants needed to synthesize it. The reactants are: [I:1][C:2]1[CH:7]=[CH:6][C:5]([C:8]2[NH:9]C=[C:11](C(O)=O)[N:12]=2)=[CH:4][CH:3]=1.[H-].[Na+].I[CH3:19].O.C[CH2:22][O:23][C:24]([CH3:26])=[O:25].